Dataset: Catalyst prediction with 721,799 reactions and 888 catalyst types from USPTO. Task: Predict which catalyst facilitates the given reaction. (1) The catalyst class is: 52. Product: [CH2:1]([O:3][C:4]([N:6]1[CH2:14][CH:13]2[CH:9]([CH2:10][C:11]3[S:17][C:16]([CH3:18])=[C:15]([Br:38])[C:12]=32)[CH2:8][CH2:7]1)=[O:5])[CH3:2]. Reactant: [CH2:1]([O:3][C:4]([N:6]1[CH2:14][CH:13]2[CH:9]([CH2:10][C:11]3[S:17][C:16]([CH3:18])=[CH:15][C:12]=32)[CH2:8][CH2:7]1)=[O:5])[CH3:2].C(Cl)(Cl)Cl.C1(C=CC(O)=CC=1)O.C1C(=O)N([Br:38])C(=O)C1. (2) Reactant: B.C1COCC1.[Cl:7][C:8]1[C:15]([N+:16]([O-:18])=[O:17])=[CH:14][C:11]([C:12]#[N:13])=[CH:10][C:9]=1[F:19]. Product: [Cl:7][C:8]1[C:15]([N+:16]([O-:18])=[O:17])=[CH:14][C:11]([CH2:12][NH2:13])=[CH:10][C:9]=1[F:19]. The catalyst class is: 1.